This data is from Full USPTO retrosynthesis dataset with 1.9M reactions from patents (1976-2016). The task is: Predict the reactants needed to synthesize the given product. (1) Given the product [NH:27]1[CH2:26][CH2:25][N:24]=[C:23]1[NH:1][CH2:2][CH2:3][C:4]1[CH:9]=[CH:8][C:7]([CH2:10][CH2:11][C:12]2[N:13]=[C:14]([NH:17][C:18](=[O:20])[CH3:19])[S:15][CH:16]=2)=[CH:6][CH:5]=1, predict the reactants needed to synthesize it. The reactants are: [NH2:1][CH2:2][CH2:3][C:4]1[CH:9]=[CH:8][C:7]([CH2:10][CH2:11][C:12]2[N:13]=[C:14]([NH:17][C:18](=[O:20])[CH3:19])[S:15][CH:16]=2)=[CH:6][CH:5]=1.CS[C:23]1[N:24](C(OCC)=O)[CH2:25][CH2:26][N:27]=1.CC(O)=O.C([O-])(O)=O.[Na+]. (2) Given the product [CH3:19][O:20][C:21]1[CH:26]=[C:25]([O:27][CH3:28])[CH:24]=[CH:23][C:22]=1[C:2]1[CH:3]=[C:4]([N:8]2[CH2:16][CH:15]3[CH2:17][N:11]4[CH2:12][CH:13]([CH2:18][CH:9]2[CH2:10]4)[CH2:14]3)[CH:5]=[N:6][CH:7]=1, predict the reactants needed to synthesize it. The reactants are: Br[C:2]1[CH:3]=[C:4]([N:8]2[CH2:16][CH:15]3[CH2:17][N:11]4[CH2:12][CH:13]([CH2:18][CH:9]2[CH2:10]4)[CH2:14]3)[CH:5]=[N:6][CH:7]=1.[CH3:19][O:20][C:21]1[CH:26]=[C:25]([O:27][CH3:28])[CH:24]=[CH:23][C:22]=1B(O)O. (3) Given the product [CH2:18]([O:1][CH2:2][C@@:3]12[CH2:8][C@@H:7]1[CH2:6][O:5][C:4]2=[O:9])[C:15]1[CH:16]=[CH:17][CH:12]=[CH:13][CH:14]=1, predict the reactants needed to synthesize it. The reactants are: [OH:1][CH2:2][C@@:3]12[CH2:8][C@@H:7]1[CH2:6][O:5][C:4]2=[O:9].[H-].[Na+].[CH:12]1[CH:17]=[CH:16][C:15]([CH2:18]Br)=[CH:14][CH:13]=1. (4) Given the product [NH2:1][C:2]1[N:7]=[C:6]([O:30][CH2:29][CH2:28][O:27][CH3:26])[C:5]([C:12]#[N:13])=[C:4]([C:14]2[CH:19]=[C:18]([O:20][CH3:21])[C:17]([O:22][CH3:23])=[C:16]([O:24][CH3:25])[CH:15]=2)[N:3]=1, predict the reactants needed to synthesize it. The reactants are: [NH2:1][C:2]1[N:7]=[C:6](S(C)(=O)=O)[C:5]([C:12]#[N:13])=[C:4]([C:14]2[CH:19]=[C:18]([O:20][CH3:21])[C:17]([O:22][CH3:23])=[C:16]([O:24][CH3:25])[CH:15]=2)[N:3]=1.[CH3:26][O:27][CH2:28][CH2:29][OH:30].C1CCN2C(=NCCC2)CC1. (5) Given the product [Si:17]([O:1][CH2:2][CH2:3][C:4]1[CH:9]=[CH:8][N:7]=[CH:6][CH:5]=1)([C:20]([CH3:23])([CH3:22])[CH3:21])([CH3:19])[CH3:18], predict the reactants needed to synthesize it. The reactants are: [OH:1][CH2:2][CH2:3][C:4]1[CH:9]=[CH:8][N:7]=[CH:6][CH:5]=1.C(N(CC)CC)C.[Si:17](Cl)([C:20]([CH3:23])([CH3:22])[CH3:21])([CH3:19])[CH3:18]. (6) Given the product [Cl:11][C:4]1[C:5]([C:13]2[S:14][CH:15]=[C:16]([CH3:18])[N:17]=2)=[CH:6][N:7]=[C:2]([NH2:1])[CH:3]=1, predict the reactants needed to synthesize it. The reactants are: [NH2:1][C:2]1[N:7]=[CH:6][C:5](B(O)O)=[C:4]([Cl:11])[CH:3]=1.Br[C:13]1[S:14][CH:15]=[C:16]([CH3:18])[N:17]=1.C([O-])([O-])=O.[Na+].[Na+].